The task is: Regression. Given a peptide amino acid sequence and an MHC pseudo amino acid sequence, predict their binding affinity value. This is MHC class II binding data.. This data is from Peptide-MHC class II binding affinity with 134,281 pairs from IEDB. (1) The peptide sequence is KAFVLDSDNLIPKVV. The MHC is DRB1_0301 with pseudo-sequence DRB1_0301. The binding affinity (normalized) is 0.813. (2) The peptide sequence is CISLSNSFELGVWVL. The MHC is DRB1_0101 with pseudo-sequence DRB1_0101. The binding affinity (normalized) is 0.337. (3) The peptide sequence is AAATAGTTVYGAFQA. The MHC is HLA-DQA10501-DQB10301 with pseudo-sequence HLA-DQA10501-DQB10301. The binding affinity (normalized) is 0.659. (4) The peptide sequence is EKKYFAETQFEPLAA. The MHC is HLA-DQA10301-DQB10302 with pseudo-sequence HLA-DQA10301-DQB10302. The binding affinity (normalized) is 0.510.